Dataset: Peptide-MHC class I binding affinity with 185,985 pairs from IEDB/IMGT. Task: Regression. Given a peptide amino acid sequence and an MHC pseudo amino acid sequence, predict their binding affinity value. This is MHC class I binding data. (1) The MHC is HLA-A02:12 with pseudo-sequence HLA-A02:12. The binding affinity (normalized) is 0.0847. The peptide sequence is QVIEYLKPY. (2) The peptide sequence is EENLLDFVRF. The MHC is HLA-A24:02 with pseudo-sequence HLA-A24:02. The binding affinity (normalized) is 0. (3) The peptide sequence is LLAQFTSAI. The MHC is HLA-A11:01 with pseudo-sequence HLA-A11:01. The binding affinity (normalized) is 0. (4) The binding affinity (normalized) is 0.635. The peptide sequence is QEYADVFHL. The MHC is HLA-B44:03 with pseudo-sequence HLA-B44:03.